Task: Predict the product of the given reaction.. Dataset: Forward reaction prediction with 1.9M reactions from USPTO patents (1976-2016) (1) Given the reactants [CH2:1]([NH:5][C:6]1[CH:7]=[CH:8][C:9]2[N:10]([C:12]([C:15]3[CH:22]=[CH:21][C:18]([CH:19]=O)=[C:17]([F:23])[CH:16]=3)=[CH:13][N:14]=2)[N:11]=1)[CH2:2][CH2:3][CH3:4].ClC(Cl)C.[C:28]([NH2:32])([CH3:31])([CH3:30])[CH3:29].C(O[BH-](OC(=O)C)OC(=O)C)(=O)C.[Na+], predict the reaction product. The product is: [CH2:1]([NH:5][C:6]1[CH:7]=[CH:8][C:9]2[N:10]([C:12]([C:15]3[CH:22]=[CH:21][C:18]([CH2:19][NH:32][C:28]([CH3:31])([CH3:30])[CH3:29])=[C:17]([F:23])[CH:16]=3)=[CH:13][N:14]=2)[N:11]=1)[CH2:2][CH2:3][CH3:4]. (2) Given the reactants [CH3:1][C:2]1[CH:6]=[C:5]([CH3:7])[NH:4][C:3]=1/[CH:8]=[C:9]1\[C:10](=[O:25])[N:11]([C:18](N2C=CN=C2)=[O:19])[C:12]2[C:17]\1=[CH:16][CH:15]=[CH:14][CH:13]=2.[OH:26][C:27]1[CH:35]=[CH:34][C:30]([C:31]([OH:33])=[O:32])=[CH:29][CH:28]=1, predict the reaction product. The product is: [C:31]([C:30]1[CH:34]=[CH:35][C:27]([O:26][C:18]([N:11]2[C:12]3[C:17](=[CH:16][CH:15]=[CH:14][CH:13]=3)/[C:9](=[CH:8]/[C:3]3[NH:4][C:5]([CH3:7])=[CH:6][C:2]=3[CH3:1])/[C:10]2=[O:25])=[O:19])=[CH:28][CH:29]=1)([OH:33])=[O:32]. (3) Given the reactants C[O:2][C:3](=O)[CH2:4][NH:5][C:6](=[O:72])[CH:7]([NH:11][C:12](=[O:71])[C@H:13]([NH:35][C:36]([C:38]1([NH:41][C:42](=[O:70])[CH2:43][C@H:44](O)/[CH:45]=[CH:46]/[CH2:47][CH2:48][S:49][C:50]([C:63]2[CH:68]=[CH:67][CH:66]=[CH:65][CH:64]=2)([C:57]2[CH:62]=[CH:61][CH:60]=[CH:59][CH:58]=2)[C:51]2[CH:56]=[CH:55][CH:54]=[CH:53][CH:52]=2)[CH2:40][CH2:39]1)=[O:37])[CH2:14][S:15][C:16]([C:29]1[CH:34]=[CH:33][CH:32]=[CH:31][CH:30]=1)([C:23]1[CH:28]=[CH:27][CH:26]=[CH:25][CH:24]=1)[C:17]1[CH:22]=[CH:21][CH:20]=[CH:19][CH:18]=1)[CH:8]([CH3:10])[CH3:9].[Li+].[OH-:75].CC1C=CC=C([N+]([O-])=O)C=1C(OC(C1C([N+]([O-])=O)=CC=CC=1C)=O)=O, predict the reaction product. The product is: [CH:8]([CH:7]1[NH:11][C:12](=[O:71])[C@@H:13]([CH2:14][S:15][C:16]([C:17]2[CH:18]=[CH:19][CH:20]=[CH:21][CH:22]=2)([C:23]2[CH:24]=[CH:25][CH:26]=[CH:27][CH:28]=2)[C:29]2[CH:34]=[CH:33][CH:32]=[CH:31][CH:30]=2)[NH:35][C:36](=[O:37])[C:38]2([CH2:39][CH2:40]2)[NH:41][C:42](=[O:70])[CH2:43][C@@H:44](/[CH:45]=[CH:46]/[CH2:47][CH2:48][S:49][C:50]([C:51]2[CH:52]=[CH:53][CH:54]=[CH:55][CH:56]=2)([C:63]2[CH:68]=[CH:67][CH:66]=[CH:65][CH:64]=2)[C:57]2[CH:62]=[CH:61][CH:60]=[CH:59][CH:58]=2)[O:75][C:3](=[O:2])[CH2:4][NH:5][C:6]1=[O:72])([CH3:10])[CH3:9]. (4) Given the reactants [CH3:1][C:2]1[C:3]([N:9]2[CH2:14][CH2:13][N:12]([C:15]([C:17]3[CH:18]=[N:19][C:20](F)=[C:21]([CH3:23])[CH:22]=3)=[O:16])[CH2:11][CH2:10]2)=[N:4][CH:5]=[C:6]([CH3:8])[CH:7]=1.[O:25]1[CH2:29][CH2:28][NH:27][C:26]1=[O:30], predict the reaction product. The product is: [CH3:1][C:2]1[C:3]([N:9]2[CH2:14][CH2:13][N:12]([C:15]([C:17]3[CH:22]=[C:21]([CH3:23])[C:20]([N:27]4[CH2:28][CH2:29][O:25][C:26]4=[O:30])=[N:19][CH:18]=3)=[O:16])[CH2:11][CH2:10]2)=[N:4][CH:5]=[C:6]([CH3:8])[CH:7]=1. (5) Given the reactants [ClH:1].O1CCOCC1.[C:8]([C:10]1[CH:11]=[C:12]([C:20]2[O:24][N:23]=[C:22]([C:25]3[CH:49]=[CH:48][C:28]4[CH2:29][CH2:30][N:31]([C:34]([C@@H:36]([NH:40]C(=O)OC(C)(C)C)[C@H:37]([OH:39])[CH3:38])=[O:35])[CH2:32][CH2:33][C:27]=4[CH:26]=3)[N:21]=2)[CH:13]=[N:14][C:15]=1[O:16][CH:17]([CH3:19])[CH3:18])#[N:9], predict the reaction product. The product is: [ClH:1].[CH3:19][CH:17]([O:16][C:15]1[C:10]([C:8]#[N:9])=[CH:11][C:12]([C:20]2[O:24][N:23]=[C:22]([C:25]3[CH:49]=[CH:48][C:28]4[CH2:29][CH2:30][N:31]([C:34](=[O:35])[C@H:36]([C@@H:37]([CH3:38])[OH:39])[NH2:40])[CH2:32][CH2:33][C:27]=4[CH:26]=3)[N:21]=2)=[CH:13][N:14]=1)[CH3:18]. (6) Given the reactants [F:1][C:2]1[C:3]([N+:23]([O-:25])=[O:24])=[C:4]([CH:12](C(OCC)=O)[C:13]([O:15][CH2:16][CH3:17])=[O:14])[CH:5]=[C:6]([O:8][CH:9]([CH3:11])[CH3:10])[CH:7]=1.[Li+].[Cl-].O, predict the reaction product. The product is: [F:1][C:2]1[C:3]([N+:23]([O-:25])=[O:24])=[C:4]([CH2:12][C:13]([O:15][CH2:16][CH3:17])=[O:14])[CH:5]=[C:6]([O:8][CH:9]([CH3:10])[CH3:11])[CH:7]=1. (7) Given the reactants [CH2:1]([O:8][C:9]1[CH:21]=[CH:20][C:12]([NH:13][C:14]2[CH:19]=[CH:18][CH:17]=[CH:16][CH:15]=2)=[CH:11][CH:10]=1)[C:2]1[CH:7]=[CH:6][CH:5]=[CH:4][CH:3]=1.C[Si]([N-][Si](C)(C)C)(C)C.[Li+].[CH3:32][Si:33]([CH3:52])([CH3:51])[CH2:34][CH2:35][O:36][CH2:37][N:38]1[C:46]2[C:41](=[CH:42][CH:43]=[CH:44][CH:45]=2)[C:40]([C:47](OC)=[O:48])=[CH:39]1.C(OCC)(=O)C, predict the reaction product. The product is: [CH2:1]([O:8][C:9]1[CH:10]=[CH:11][C:12]([N:13]([C:14]2[CH:15]=[CH:16][CH:17]=[CH:18][CH:19]=2)[C:47]([C:40]2[C:41]3[C:46](=[CH:45][CH:44]=[CH:43][CH:42]=3)[N:38]([CH2:37][O:36][CH2:35][CH2:34][Si:33]([CH3:52])([CH3:51])[CH3:32])[CH:39]=2)=[O:48])=[CH:20][CH:21]=1)[C:2]1[CH:3]=[CH:4][CH:5]=[CH:6][CH:7]=1. (8) Given the reactants F[C:2]1[CH:7]=[CH:6][CH:5]=[CH:4][C:3]=1[N+:8]([O-:10])=[O:9].[NH2:11][CH2:12][C@@H:13]1[CH2:17][CH2:16][N:15]([C:18]([O:20][C:21]([CH3:24])([CH3:23])[CH3:22])=[O:19])[CH2:14]1, predict the reaction product. The product is: [N+:8]([C:3]1[CH:4]=[CH:5][CH:6]=[CH:7][C:2]=1[NH:11][CH2:12][C@@H:13]1[CH2:17][CH2:16][N:15]([C:18]([O:20][C:21]([CH3:24])([CH3:23])[CH3:22])=[O:19])[CH2:14]1)([O-:10])=[O:9]. (9) Given the reactants [Br:1][C:2]1[C:3]([F:11])=[CH:4][C:5]([O:9][CH3:10])=[C:6]([CH:8]=1)[NH2:7].[N:12]([O-])=O.[Na+].O.O.[Sn](Cl)Cl.[OH-].[Na+], predict the reaction product. The product is: [Br:1][C:2]1[C:3]([F:11])=[CH:4][C:5]([O:9][CH3:10])=[C:6]([NH:7][NH2:12])[CH:8]=1.